Dataset: Forward reaction prediction with 1.9M reactions from USPTO patents (1976-2016). Task: Predict the product of the given reaction. (1) Given the reactants [OH:1][C:2]1([C:12]#[C:13][C:14]([C:16]2[CH:21]=[CH:20][C:19]([O:22][CH3:23])=[CH:18][CH:17]=2)=O)[CH2:11][CH2:10][C:5]2([O:9][CH2:8][CH2:7][O:6]2)[CH2:4][CH2:3]1.Cl.[CH3:25][O:26][C:27]1[CH:32]=[CH:31][C:30]([NH:33][NH2:34])=[CH:29][CH:28]=1.C(N(CC)CC)C, predict the reaction product. The product is: [CH3:25][O:26][C:27]1[CH:32]=[CH:31][C:30]([N:33]2[C:14]([C:16]3[CH:21]=[CH:20][C:19]([O:22][CH3:23])=[CH:18][CH:17]=3)=[CH:13][C:12]([C:2]3([OH:1])[CH2:11][CH2:10][C:5]4([O:9][CH2:8][CH2:7][O:6]4)[CH2:4][CH2:3]3)=[N:34]2)=[CH:29][CH:28]=1. (2) Given the reactants [Cl:1][C:2]1[CH:3]=[C:4]([CH:8]=[CH:9][C:10]=1[Cl:11])[C:5]([OH:7])=O.[NH2:12][C:13]1[CH:18]=[C:17]([NH2:19])[CH:16]=[CH:15][C:14]=1[CH3:20].C(Cl)CCl, predict the reaction product. The product is: [NH2:12][C:13]1[CH:18]=[C:17]([NH:19][C:5](=[O:7])[C:4]2[CH:8]=[CH:9][C:10]([Cl:11])=[C:2]([Cl:1])[CH:3]=2)[CH:16]=[CH:15][C:14]=1[CH3:20]. (3) Given the reactants C(=O)([O-])[O-].[Ca+2].[NH2:6][C:7]1[CH:12]=[C:11]([C:13]([F:16])([F:15])[F:14])[C:10]([C:17]2[CH:22]=[CH:21][C:20]([C@H:23]([NH:25][S:26]([CH3:29])(=[O:28])=[O:27])[CH3:24])=[CH:19][CH:18]=2)=[C:9]([Cl:30])[CH:8]=1.[C:31](Cl)(Cl)=[S:32].Cl, predict the reaction product. The product is: [Cl:30][C:9]1[CH:8]=[C:7]([N:6]=[C:31]=[S:32])[CH:12]=[C:11]([C:13]([F:16])([F:14])[F:15])[C:10]=1[C:17]1[CH:22]=[CH:21][C:20]([C@H:23]([NH:25][S:26]([CH3:29])(=[O:28])=[O:27])[CH3:24])=[CH:19][CH:18]=1. (4) Given the reactants [OH:1][CH2:2][CH2:3][N:4]([CH3:28])[CH2:5][CH2:6][CH2:7][CH2:8][CH2:9][CH2:10][CH2:11][C:12]([NH:14][C:15]1[CH:27]=[CH:26][C:18]([C:19]([O:21]C(C)(C)C)=[O:20])=[CH:17][CH:16]=1)=[O:13].[ClH:29].O1CCOCC1, predict the reaction product. The product is: [ClH:29].[OH:1][CH2:2][CH2:3][N:4]([CH3:28])[CH2:5][CH2:6][CH2:7][CH2:8][CH2:9][CH2:10][CH2:11][C:12]([NH:14][C:15]1[CH:27]=[CH:26][C:18]([C:19]([OH:21])=[O:20])=[CH:17][CH:16]=1)=[O:13].